From a dataset of Full USPTO retrosynthesis dataset with 1.9M reactions from patents (1976-2016). Predict the reactants needed to synthesize the given product. (1) The reactants are: [C@@H:1]1([N:10]2[C:20]3[N:19]=[C:17]([NH2:18])[NH:16][C:14](=[O:15])[C:13]=3[N:12]=[CH:11]2)[O:9][C@H:6]([CH2:7][OH:8])[C@@H:4]([OH:5])[C@H:2]1[OH:3].Cl(O)(=O)(=O)=O.[CH3:26][C:27]([CH3:29])=O. Given the product [CH3:26][C:27]1([CH3:29])[O:3][C@@H:2]2[C@@H:4]([C@@H:6]([CH2:7][OH:8])[O:9][C@H:1]2[N:10]2[C:20]3[NH:19][C:17]([NH2:18])=[N:16][C:14](=[O:15])[C:13]=3[N:12]=[CH:11]2)[O:5]1, predict the reactants needed to synthesize it. (2) Given the product [Cl:19][C:14]1[NH:13][C:10]2=[N:11][CH:12]=[C:7]([C:1]3[CH:6]=[CH:5][CH:4]=[CH:3][CH:2]=3)[N:8]=[C:9]2[N:15]=1, predict the reactants needed to synthesize it. The reactants are: [C:1]1([C:7]2[N:8]=[C:9]3[NH:15][C:14](=O)[NH:13][C:10]3=[N:11][CH:12]=2)[CH:6]=[CH:5][CH:4]=[CH:3][CH:2]=1.P(Cl)(Cl)([Cl:19])=O. (3) Given the product [CH3:33][C@@H:21]1[CH2:22][NH:23][CH2:24][CH2:25][N:20]1[CH2:19][C:18]1[CH:17]=[CH:16][C:15]([C:11]2[C:10]3[N:9]([N:8]=[C:7]([NH:6][C:4]([CH:1]4[CH2:3][CH2:2]4)=[O:5])[CH:36]=3)[CH:14]=[CH:13][CH:12]=2)=[CH:35][CH:34]=1, predict the reactants needed to synthesize it. The reactants are: [CH:1]1([C:4]([NH:6][C:7]2[CH:36]=[C:10]3[C:11]([C:15]4[CH:35]=[CH:34][C:18]([CH2:19][N:20]5[CH2:25][CH2:24][N:23](C(OC(C)(C)C)=O)[CH2:22][C@H:21]5[CH3:33])=[CH:17][CH:16]=4)=[CH:12][CH:13]=[CH:14][N:9]3[N:8]=2)=[O:5])[CH2:3][CH2:2]1.C(O)(C(F)(F)F)=O. (4) Given the product [Cl:1][C:2]1[CH:7]=[CH:6][CH:5]=[CH:4][C:3]=1[CH2:8][C:9]1[N:22]([C:17]2[CH:18]=[CH:19][CH:20]=[CH:21][C:16]=2[O:15][CH2:13][CH3:14])[C:23](=[S:24])[NH:12][N:11]=1, predict the reactants needed to synthesize it. The reactants are: [Cl:1][C:2]1[CH:7]=[CH:6][CH:5]=[CH:4][C:3]=1[CH2:8][C:9]([NH:11][NH2:12])=O.[CH2:13]([O:15][C:16]1[CH:21]=[CH:20][CH:19]=[CH:18][C:17]=1[N:22]=[C:23]=[S:24])[CH3:14]. (5) The reactants are: [NH:1]1[CH2:4][CH:3]([OH:5])[CH2:2]1.C1(P(C2C=CC=CC=2)C2C=CC3C(=CC=CC=3)C=2C2C3C(=CC=CC=3)C=CC=2P(C2C=CC=CC=2)C2C=CC=CC=2)C=CC=CC=1.C(=O)([O-])[O-].[Cs+].[Cs+].Br[C:59]1[CH:60]=[CH:61][C:62]([C:70]([OH:72])=[O:71])=[N:63][C:64]=1[O:65][CH2:66][CH:67]1[CH2:69][CH2:68]1. Given the product [CH:67]1([CH2:66][O:65][C:64]2[N:63]=[C:62]([C:70]([OH:72])=[O:71])[CH:61]=[CH:60][C:59]=2[N:1]2[CH2:4][CH:3]([OH:5])[CH2:2]2)[CH2:68][CH2:69]1, predict the reactants needed to synthesize it. (6) Given the product [F:10][C:6]1[CH:7]=[C:8]([O:12][CH3:11])[C:3]([C:1]#[N:2])=[N:4][CH:5]=1.[F:9][C:8]1[C:3]([C:1]#[N:2])=[N:4][CH:5]=[C:6]([O:12][CH3:11])[CH:7]=1, predict the reactants needed to synthesize it. The reactants are: [C:1]([C:3]1[C:8]([F:9])=[CH:7][C:6]([F:10])=[CH:5][N:4]=1)#[N:2].[CH3:11][OH:12].C[O-].[Na+]. (7) Given the product [Br:1][C:2]1[CH:3]=[CH:4][C:5]([O:10][CH2:19][C:20]([F:23])([F:22])[F:21])=[C:6]([CH:9]=1)[CH:7]=[O:8], predict the reactants needed to synthesize it. The reactants are: [Br:1][C:2]1[CH:9]=[C:6]([CH:7]=[O:8])[C:5]([OH:10])=[CH:4][CH:3]=1.[H-].[Na+].FC(F)(F)S(O[CH2:19][C:20]([F:23])([F:22])[F:21])(=O)=O.